Predict the reactants needed to synthesize the given product. From a dataset of Full USPTO retrosynthesis dataset with 1.9M reactions from patents (1976-2016). (1) The reactants are: [Cl:1][C:2]1[CH:3]=[C:4]([CH:7]=[CH:8][C:9]=1[S:10][CH3:11])[CH:5]=O.[NH:12]1[CH2:17][CH2:16][O:15][CH2:14][CH2:13]1.O.C1(C)C=CC(S(O)(=O)=O)=CC=1.[C-:30]#[N:31].[K+]. Given the product [Cl:1][C:2]1[CH:3]=[C:4]([CH:5]([N:12]2[CH2:17][CH2:16][O:15][CH2:14][CH2:13]2)[C:30]#[N:31])[CH:7]=[CH:8][C:9]=1[S:10][CH3:11], predict the reactants needed to synthesize it. (2) Given the product [C:1]([O:5][C:6]([N:8]1[CH2:12][C@@H:11]([CH2:13][C@H:14]([CH2:18][C:19]2[CH:24]=[CH:23][C:22]([O:25][CH3:26])=[C:21]([O:27][CH2:28][CH2:29][CH2:30][O:31][CH3:32])[CH:20]=2)[CH:15]([CH3:16])[CH3:17])[C@H:10]([NH:33][C:35]([O:37][CH2:38][C:39]2[CH:44]=[CH:43][CH:42]=[CH:41][CH:40]=2)=[O:36])[CH2:9]1)=[O:7])([CH3:2])([CH3:4])[CH3:3], predict the reactants needed to synthesize it. The reactants are: [C:1]([O:5][C:6]([N:8]1[CH2:12][C@@H:11]([CH2:13][C@H:14]([CH2:18][C:19]2[CH:24]=[CH:23][C:22]([O:25][CH3:26])=[C:21]([O:27][CH2:28][CH2:29][CH2:30][O:31][CH3:32])[CH:20]=2)[CH:15]([CH3:17])[CH3:16])[C@H:10]([NH2:33])[CH2:9]1)=[O:7])([CH3:4])([CH3:3])[CH3:2].Cl[C:35]([O:37][CH2:38][C:39]1[CH:44]=[CH:43][CH:42]=[CH:41][CH:40]=1)=[O:36].C(N(CC)CC)C. (3) Given the product [C:36]([NH:2][C@@H:3]1[CH2:8][CH2:7][C@H:6]([NH:9][C:10]([C:12]2[C:16]3=[N:17][CH:18]=[CH:19][C:20]([C:21]4[CH:26]=[C:25]([O:27][CH3:28])[C:24]([F:29])=[CH:23][C:22]=4[O:30][CH2:31][CH:32]4[CH2:33][CH2:34]4)=[C:15]3[NH:14][C:13]=2[CH3:35])=[O:11])[CH2:5][CH2:4]1)(=[O:38])[CH3:37], predict the reactants needed to synthesize it. The reactants are: Cl.[NH2:2][C@@H:3]1[CH2:8][CH2:7][C@H:6]([NH:9][C:10]([C:12]2[C:16]3=[N:17][CH:18]=[CH:19][C:20]([C:21]4[CH:26]=[C:25]([O:27][CH3:28])[C:24]([F:29])=[CH:23][C:22]=4[O:30][CH2:31][CH:32]4[CH2:34][CH2:33]4)=[C:15]3[NH:14][C:13]=2[CH3:35])=[O:11])[CH2:5][CH2:4]1.[C:36](Cl)(=[O:38])[CH3:37]. (4) Given the product [C:27]([C:26]1[CH:29]=[CH:30][C:23]([NH:20][C:21]([N:6]2[CH2:7][C@H:2]([CH3:1])[N:3]([C:9]3[CH:16]=[C:15]([O:17][CH3:18])[C:12]([C:13]#[N:14])=[C:11]([F:19])[CH:10]=3)[CH2:4][C@H:5]2[CH3:8])=[O:22])=[CH:24][CH:25]=1)#[N:28], predict the reactants needed to synthesize it. The reactants are: [CH3:1][C@H:2]1[CH2:7][NH:6][C@H:5]([CH3:8])[CH2:4][N:3]1[C:9]1[CH:16]=[C:15]([O:17][CH3:18])[C:12]([C:13]#[N:14])=[C:11]([F:19])[CH:10]=1.[N:20]([C:23]1[CH:30]=[CH:29][C:26]([C:27]#[N:28])=[CH:25][CH:24]=1)=[C:21]=[O:22]. (5) Given the product [CH2:1]([C:3]1[CH:4]=[CH:5][C:6]([CH:9]2[CH2:10][CH:11]([C:24]3[O:25][N:34]=[C:29]([CH2:30][CH2:31][O:32][CH3:33])[N:28]=3)[CH2:12][N:13]([C:15]([N:17]3[CH2:18][CH2:19][CH:20]([OH:23])[CH2:21][CH2:22]3)=[O:16])[CH2:14]2)=[CH:7][CH:8]=1)[CH3:2], predict the reactants needed to synthesize it. The reactants are: [CH2:1]([C:3]1[CH:8]=[CH:7][C:6]([CH:9]2[CH2:14][N:13]([C:15]([N:17]3[CH2:22][CH2:21][CH:20]([OH:23])[CH2:19][CH2:18]3)=[O:16])[CH2:12][CH:11]([C:24](O)=[O:25])[CH2:10]2)=[CH:5][CH:4]=1)[CH3:2].O[N:28]=[C:29]([NH2:34])[CH2:30][CH2:31][O:32][CH3:33]. (6) Given the product [N:1]1[CH:2]=[CH:3][C:4]([C:7]2[N:24]=[C:22]3[NH:23][CH:18]([C:17]([F:26])([F:16])[F:25])[CH2:19][CH2:20][N:21]3[C:9](=[O:11])[CH:8]=2)=[CH:5][CH:6]=1, predict the reactants needed to synthesize it. The reactants are: [N:1]1[CH:6]=[CH:5][C:4]([C:7](=O)[CH2:8][C:9]([O:11]CC)=O)=[CH:3][CH:2]=1.Cl.[F:16][C:17]([F:26])([F:25])[CH:18]1[NH:23][C:22]([NH2:24])=[N:21][CH2:20][CH2:19]1.C(=O)([O-])[O-].[K+].[K+]. (7) Given the product [CH3:51][S:52]([O:13][C@@H:11]1[CH2:12][C@H:8]([C:4]2[CH:5]=[CH:6][CH:7]=[C:2]([F:1])[CH:3]=2)[N:9]([C:14]2[CH:19]=[CH:18][N:17]3[N:20]=[CH:21][C:22]([C:23](=[O:24])[N:25]([CH2:26][C:27]4[CH:32]=[CH:31][C:30]([O:33][CH3:34])=[CH:29][CH:28]=4)[CH2:35][C:36]4[CH:41]=[CH:40][C:39]([O:42][CH3:43])=[CH:38][CH:37]=4)=[C:16]3[CH:15]=2)[CH2:10]1)(=[O:54])=[O:53], predict the reactants needed to synthesize it. The reactants are: [F:1][C:2]1[CH:3]=[C:4]([C@H:8]2[CH2:12][C@@H:11]([OH:13])[CH2:10][N:9]2[C:14]2[CH:19]=[CH:18][N:17]3[N:20]=[CH:21][C:22]([C:23]([N:25]([CH2:35][C:36]4[CH:41]=[CH:40][C:39]([O:42][CH3:43])=[CH:38][CH:37]=4)[CH2:26][C:27]4[CH:32]=[CH:31][C:30]([O:33][CH3:34])=[CH:29][CH:28]=4)=[O:24])=[C:16]3[CH:15]=2)[CH:5]=[CH:6][CH:7]=1.C(N(CC)CC)C.[CH3:51][S:52](Cl)(=[O:54])=[O:53].